From a dataset of Catalyst prediction with 721,799 reactions and 888 catalyst types from USPTO. Predict which catalyst facilitates the given reaction. (1) Reactant: Cl[C:2]1[N:3]=[C:4]([NH:21][C:22]2[CH:30]=[CH:29][CH:28]=[C:27]3[C:23]=2[CH:24]=[N:25][NH:26]3)[C:5]2[CH:10]=[CH:9][N:8]([S:11]([C:14]3[CH:20]=[CH:19][C:17]([CH3:18])=[CH:16][CH:15]=3)(=[O:13])=[O:12])[C:6]=2[N:7]=1.[NH2:31][C:32]1[CH:40]=[CH:39][C:35]([C:36]([NH2:38])=[O:37])=[CH:34][CH:33]=1.C[Si](Cl)(C)C. Product: [NH:26]1[C:27]2[C:23](=[C:22]([NH:21][C:4]3[C:5]4[CH:10]=[CH:9][N:8]([S:11]([C:14]5[CH:20]=[CH:19][C:17]([CH3:18])=[CH:16][CH:15]=5)(=[O:13])=[O:12])[C:6]=4[N:7]=[C:2]([NH:31][C:32]4[CH:40]=[CH:39][C:35]([C:36]([NH2:38])=[O:37])=[CH:34][CH:33]=4)[N:3]=3)[CH:30]=[CH:29][CH:28]=2)[CH:24]=[N:25]1. The catalyst class is: 51. (2) Reactant: [CH3:1][O:2][C:3]1[CH:27]=[CH:26][C:6]([CH2:7][N:8]2[CH:17]=[C:16]3[C:10]([N:11]([CH2:19][C:20]4[CH:25]=[CH:24][N:23]=[CH:22][CH:21]=4)[CH2:12][CH2:13][CH2:14][C:15]3=[O:18])=[N:9]2)=[CH:5][CH:4]=1.CC(O)=O.[CH3:32][C:33]([O:36][C:37](O[C:37]([O:36][C:33]([CH3:35])([CH3:34])[CH3:32])=[O:38])=[O:38])([CH3:35])[CH3:34]. Product: [C:33]([O:36][C:37]([N:23]1[CH2:22][CH2:21][CH:20]([CH2:19][N:11]2[CH2:12][CH2:13][CH2:14][C:15](=[O:18])[C:16]3=[CH:17][N:8]([CH2:7][C:6]4[CH:5]=[CH:4][C:3]([O:2][CH3:1])=[CH:27][CH:26]=4)[N:9]=[C:10]23)[CH2:25][CH2:24]1)=[O:38])([CH3:35])([CH3:34])[CH3:32]. The catalyst class is: 105.